This data is from Full USPTO retrosynthesis dataset with 1.9M reactions from patents (1976-2016). The task is: Predict the reactants needed to synthesize the given product. (1) Given the product [Br:1][C:8]1[CH:7]=[C:6]2[C:11](=[CH:10][CH:9]=1)[NH:3][C:4](=[O:14])[C:5]12[CH2:12][CH2:13]1, predict the reactants needed to synthesize it. The reactants are: [Br:1]Br.[NH:3]1[C:11]2[C:6](=[CH:7][CH:8]=[CH:9][CH:10]=2)[C:5]2([CH2:13][CH2:12]2)[C:4]1=[O:14].C(O)(=O)C.C([O-])(=O)C.[Na+]. (2) Given the product [Cl:1][C:2]1[N:7]=[C:6]2[C:5]([NH:15][C:16](=[O:17])[N:8]2[CH:9]2[CH2:10][CH2:11][O:12][CH2:13][CH2:14]2)=[CH:4][N:3]=1, predict the reactants needed to synthesize it. The reactants are: [Cl:1][C:2]1[N:7]=[C:6]([NH:8][CH:9]2[CH2:14][CH2:13][O:12][CH2:11][CH2:10]2)[C:5]([NH2:15])=[CH:4][N:3]=1.[C:16](N1C=CN=C1)(N1C=CN=C1)=[O:17]. (3) Given the product [CH3:3][C:4]1[N:9]=[C:8]([C:10]([OH:19])=[O:1])[C:7]([C:12]2[CH:17]=[CH:16][N:15]=[C:14]([CH3:18])[N:13]=2)=[CH:6][CH:5]=1, predict the reactants needed to synthesize it. The reactants are: [OH-:1].[Na+].[CH3:3][C:4]1[N:9]=[C:8]([C:10]#N)[C:7]([C:12]2[CH:17]=[CH:16][N:15]=[C:14]([CH3:18])[N:13]=2)=[CH:6][CH:5]=1.[OH2:19]. (4) Given the product [C:16]([O:10][CH:9]([C:3]1[CH:4]=[CH:5][C:6]([Cl:8])=[CH:7][C:2]=1[Cl:1])[CH:11]1[CH2:13][C:12]1([F:15])[F:14])(=[O:18])[CH3:17], predict the reactants needed to synthesize it. The reactants are: [Cl:1][C:2]1[CH:7]=[C:6]([Cl:8])[CH:5]=[CH:4][C:3]=1[CH:9]([CH:11]1[CH2:13][C:12]1([F:15])[F:14])[OH:10].[C:16](OC(C1CC1(F)F)C1C=CC(C(F)(F)F)=CC=1)(=[O:18])[CH3:17]. (5) Given the product [O:1]1[C:5]([C:6]2[CH:7]=[CH:8][C:9]([NH:12][N:13]=[CH:18][C:17]3[CH:20]=[CH:21][C:22]([O:23][CH3:24])=[C:15]([OH:14])[CH:16]=3)=[CH:10][CH:11]=2)=[CH:4][N:3]=[CH:2]1, predict the reactants needed to synthesize it. The reactants are: [O:1]1[C:5]([C:6]2[CH:11]=[CH:10][C:9]([NH:12][NH2:13])=[CH:8][CH:7]=2)=[CH:4][N:3]=[CH:2]1.[OH:14][C:15]1[CH:16]=[C:17]([CH:20]=[CH:21][C:22]=1[O:23][CH3:24])[CH:18]=O. (6) Given the product [F:1][C:2]1[CH:3]=[C:4]([CH:19]=[CH:20][CH:21]=1)[CH2:5][O:6][C:7]1[CH:12]=[CH:11][C:10]([CH:13]=[C:14]([CH3:18])[C:15]([NH2:28])=[O:16])=[CH:9][CH:8]=1, predict the reactants needed to synthesize it. The reactants are: [F:1][C:2]1[CH:3]=[C:4]([CH:19]=[CH:20][CH:21]=1)[CH2:5][O:6][C:7]1[CH:12]=[CH:11][C:10]([CH:13]=[C:14]([CH3:18])[C:15](O)=[O:16])=[CH:9][CH:8]=1.C(Cl)(=O)C(Cl)=O.[NH3:28]. (7) Given the product [Cl:1][C:2]1[CH:7]=[C:6]([N+:10]([O-:12])=[O:11])[CH:5]=[C:4]([CH3:8])[N+:3]=1[O-:9], predict the reactants needed to synthesize it. The reactants are: [Cl:1][C:2]1[CH:7]=[CH:6][CH:5]=[C:4]([CH3:8])[N+:3]=1[O-:9].[N+:10]([O-])([OH:12])=[O:11]. (8) Given the product [CH3:42][O:41][C:40]([NH:39][C@@H:3]([CH:2]([CH3:44])[CH3:1])[C:4]([N:5]1[CH2:9][CH2:8][CH2:7][C@H:6]1[C:10]1[NH:11][C:12]([C:15]2[CH:24]=[C:23]3[C:18]([C:19]4[CH:28]=[CH:27][C:26]([C:47]5[CH:46]=[CH:68][C:50]6[N:51]=[C:52]([CH:54]7[C@@H:59]8[CH2:60][CH:56]([CH2:57][CH2:58]8)[N:55]7[C:61]([O:63][C:64]([CH3:66])([CH3:65])[CH3:67])=[O:62])[NH:53][C:49]=6[CH:48]=5)=[CH:25][C:20]=4[CH2:21][O:22]3)=[CH:17][CH:16]=2)=[CH:13][N:14]=1)=[O:38])=[O:43].[CH3:42][O:41][C:40]([NH:39][C@@H:3]([CH:2]([CH3:44])[CH3:1])[C:4]([N:5]1[CH2:9][CH2:8][CH2:7][C@H:6]1[C:10]1[NH:11][C:12]([C:15]2[CH:24]=[C:23]3[C:18]([C:19]4[CH:28]=[CH:27][C:26]([C:47]5[CH:46]=[CH:68][C:50]6[N:51]=[C:52]([CH:54]7[CH:59]8[CH2:60][CH:56]([CH2:57][CH2:58]8)[N:55]7[C:61]([O:63][C:64]([CH3:66])([CH3:65])[CH3:67])=[O:62])[NH:53][C:49]=6[CH:48]=5)=[CH:25][C:20]=4[CH2:21][O:22]3)=[CH:17][CH:16]=2)=[CH:13][N:14]=1)=[O:38])=[O:43], predict the reactants needed to synthesize it. The reactants are: [CH3:1][CH:2]([CH3:44])[CH:3]([NH:39][C:40](=[O:43])[O:41][CH3:42])[C:4](=[O:38])[N:5]1[CH2:9][CH2:8][CH2:7][C@H:6]1[C:10]1[NH:11][C:12]([C:15]2[CH:24]=[C:23]3[C:18]([C:19]4[CH:28]=[CH:27][C:26](B5OC(C)(C)C(C)(C)O5)=[CH:25][C:20]=4[CH2:21][O:22]3)=[CH:17][CH:16]=2)=[CH:13][N:14]=1.Br[C:46]1[CH:47]=[CH:48][C:49]2[N:53]=[C:52]([C@@H:54]3[C@@H:59]4[CH2:60][C@@H:56]([CH2:57][CH2:58]4)[N:55]3[C:61]([O:63][C:64]([CH3:67])([CH3:66])[CH3:65])=[O:62])[NH:51][C:50]=2[CH:68]=1.C(=O)([O-])[O-].[K+].[K+]. (9) Given the product [Br:24][C:22]1[CH:21]=[CH:20][C:19]([O:25][CH2:26][C:27]2[CH:32]=[CH:31][CH:30]=[CH:29][CH:28]=2)=[C:18]([C:12]2[N:11]([C:7]3[CH:6]=[C:5]([CH:10]=[CH:9][CH:8]=3)[C:4]([OH:33])=[O:3])[C:15]([CH2:16][CH3:17])=[CH:14][CH:13]=2)[CH:23]=1, predict the reactants needed to synthesize it. The reactants are: C([O:3][C:4](=[O:33])[C:5]1[CH:10]=[CH:9][CH:8]=[C:7]([N:11]2[C:15]([CH2:16][CH3:17])=[CH:14][CH:13]=[C:12]2[C:18]2[CH:23]=[C:22]([Br:24])[CH:21]=[CH:20][C:19]=2[O:25][CH2:26][C:27]2[CH:32]=[CH:31][CH:30]=[CH:29][CH:28]=2)[CH:6]=1)C.[OH-].[Na+]. (10) The reactants are: [CH:1]1([C:4]([N:6]2[CH2:10][CH2:9][C@@H:8]([CH2:11][NH:12][C:13]3[C:14]([NH2:19])=[CH:15][CH:16]=[CH:17][CH:18]=3)[CH2:7]2)=[O:5])[CH2:3][CH2:2]1.[S:20]1[C:24]2[CH:25]=[C:26]([C:29]3[CH:36]=[CH:35][C:32]([CH:33]=O)=[CH:31][CH:30]=3)[CH:27]=[CH:28][C:23]=2[N:22]=[CH:21]1.OOS([O-])=O.[K+]. Given the product [CH:1]1([C:4]([N:6]2[CH2:10][CH2:9][C@@H:8]([CH2:11][N:12]3[C:13]4[CH:18]=[CH:17][CH:16]=[CH:15][C:14]=4[N:19]=[C:33]3[C:32]3[CH:31]=[CH:30][C:29]([C:26]4[CH:27]=[CH:28][C:23]5[N:22]=[CH:21][S:20][C:24]=5[CH:25]=4)=[CH:36][CH:35]=3)[CH2:7]2)=[O:5])[CH2:3][CH2:2]1, predict the reactants needed to synthesize it.